From a dataset of NCI-60 drug combinations with 297,098 pairs across 59 cell lines. Regression. Given two drug SMILES strings and cell line genomic features, predict the synergy score measuring deviation from expected non-interaction effect. Drug 1: CCCS(=O)(=O)NC1=C(C(=C(C=C1)F)C(=O)C2=CNC3=C2C=C(C=N3)C4=CC=C(C=C4)Cl)F. Drug 2: C1CC(C1)(C(=O)O)C(=O)O.[NH2-].[NH2-].[Pt+2]. Cell line: COLO 205. Synergy scores: CSS=46.9, Synergy_ZIP=2.95, Synergy_Bliss=7.10, Synergy_Loewe=-14.1, Synergy_HSA=8.06.